Dataset: Forward reaction prediction with 1.9M reactions from USPTO patents (1976-2016). Task: Predict the product of the given reaction. (1) The product is: [NH2:1][C:2]1[N:3]=[CH:4][C:5]([C:22]2[CH:23]=[CH:24][C:25]([C:26]([N:28]([CH3:30])[CH3:29])=[O:27])=[CH:31][CH:32]=2)=[N:6][C:7]=1[C:8]1[O:9][C:10]([NH:13][CH2:46][C:48]2[CH:53]=[CH:52][CH:51]=[CH:50][CH:49]=2)=[N:11][N:12]=1. Given the reactants [NH2:1][C:2]1[N:3]=[CH:4][C:5]([C:22]2[CH:32]=[CH:31][C:25]([C:26]([N:28]([CH3:30])[CH3:29])=[O:27])=[CH:24][CH:23]=2)=[N:6][C:7]=1[C:8]1[O:9][C:10]([NH:13]C2C=CC=CC=2OC)=[N:11][N:12]=1.NC1N=CC(C2C=CC(C(N(C)C)=O)=CC=2)=NC=1C1OC(N[C@H:46]([C:48]2[CH:53]=[CH:52][C:51](Cl)=[CH:50][CH:49]=2)C)=NN=1.NC1N=CC(C2C=CC(C(N(C)C)=O)=CC=2)=NC=1C1OC(NCCC2C=CC=CC=2)=NN=1.NC1N=CC(C2C=CC(C(N(C)C)=O)=CC=2)=NC=1C1OC(NC2CCCCC2)=NN=1.NC1N=CC(C2C=CC(C(N(C)C)=O)=CC=2)=NC=1C1OC(NC2C=CC=C(C#N)C=2)=NN=1.C(NC1OC(C2N=C(C3C=CC(C(N(C)C)=O)=CC=3)C=NC=2N)=NN=1)(=O)C.NC1N=CC(C2C=CC(C(N(C)C)=O)=CC=2)=NC=1C1OC(NC(=O)C2C=CC=CC=2)=NN=1, predict the reaction product. (2) Given the reactants [CH:1]([C:3]1[NH:7][C:6]([C:8]([O:10][CH3:11])=[O:9])=[CH:5][CH:4]=1)=[O:2].[H-].[Na+].[CH3:14]I, predict the reaction product. The product is: [CH:1]([C:3]1[N:7]([CH3:14])[C:6]([C:8]([O:10][CH3:11])=[O:9])=[CH:5][CH:4]=1)=[O:2]. (3) Given the reactants [NH2:1][C:2]1[CH:3]=[C:4]([N:19]([C:22]2[CH:27]=[C:26]([Cl:28])[CH:25]=[C:24]([Cl:29])[CH:23]=2)[CH:20]=[O:21])[CH:5]=[C:6]([NH:8][C:9]2[CH:14]=[CH:13][CH:12]=[C:11]([C:15]([F:18])([F:17])[F:16])[CH:10]=2)[CH:7]=1.[Cl:30][C:31]1[CH:32]=[C:33]([N:38]=[C:39]=[S:40])[CH:34]=[C:35]([Cl:37])[CH:36]=1, predict the reaction product. The product is: [Cl:29][C:24]1[CH:23]=[C:22]([N:19]([C:4]2[CH:3]=[C:2]([NH:1][C:39]([NH:38][C:33]3[CH:34]=[C:35]([Cl:37])[CH:36]=[C:31]([Cl:30])[CH:32]=3)=[S:40])[CH:7]=[C:6]([NH:8][C:9]3[CH:14]=[CH:13][CH:12]=[C:11]([C:15]([F:17])([F:18])[F:16])[CH:10]=3)[CH:5]=2)[CH:20]=[O:21])[CH:27]=[C:26]([Cl:28])[CH:25]=1. (4) Given the reactants [Si:1]([O:8][C@H:9]1[CH2:18][C:17]([CH3:20])([CH3:19])[CH2:16][C:15]2[N:14]=[C:13]([CH:21]([CH3:23])[CH3:22])[C:12]([C@@H:24]([C:26]3[CH:31]=[CH:30][C:29]([O:32][CH:33]([CH3:35])[CH3:34])=[CH:28][CH:27]=3)[OH:25])=[C:11](I)[C:10]1=2)([C:4]([CH3:7])([CH3:6])[CH3:5])([CH3:3])[CH3:2].[O:37]1[CH2:42][CH:41]=[C:40](B2OC(C)(C)C(C)(C)O2)[CH2:39][CH2:38]1.C(=O)([O-])[O-].[Cs+].[Cs+].[F-].[Cs+], predict the reaction product. The product is: [Si:1]([O:8][C@H:9]1[CH2:18][C:17]([CH3:20])([CH3:19])[CH2:16][C:15]2[N:14]=[C:13]([CH:21]([CH3:23])[CH3:22])[C:12]([C@@H:24]([C:26]3[CH:31]=[CH:30][C:29]([O:32][CH:33]([CH3:35])[CH3:34])=[CH:28][CH:27]=3)[OH:25])=[C:11]([C:40]3[CH2:41][CH2:42][O:37][CH2:38][CH:39]=3)[C:10]1=2)([C:4]([CH3:7])([CH3:6])[CH3:5])([CH3:3])[CH3:2]. (5) The product is: [CH3:35][O:34][C:31]1[CH:30]=[CH:29][C:28]([CH2:27][N:17]([CH2:18][C:19]2[CH:24]=[CH:23][C:22]([O:25][CH3:26])=[CH:21][CH:20]=2)[C:12]2[N:11]=[C:10]([O:36][CH3:37])[C:9]([S:8][C:4]3[CH:3]=[C:2]([NH:1][C:45](=[O:48])[CH2:46][CH3:47])[CH:7]=[CH:6][CH:5]=3)=[C:14]([O:15][CH3:16])[N:13]=2)=[CH:33][CH:32]=1. Given the reactants [NH2:1][C:2]1[CH:3]=[C:4]([S:8][C:9]2[C:10]([O:36][CH3:37])=[N:11][C:12]([N:17]([CH2:27][C:28]3[CH:33]=[CH:32][C:31]([O:34][CH3:35])=[CH:30][CH:29]=3)[CH2:18][C:19]3[CH:24]=[CH:23][C:22]([O:25][CH3:26])=[CH:21][CH:20]=3)=[N:13][C:14]=2[O:15][CH3:16])[CH:5]=[CH:6][CH:7]=1.CCN(CC)CC.[C:45](Cl)(=[O:48])[CH2:46][CH3:47], predict the reaction product.